Dataset: Full USPTO retrosynthesis dataset with 1.9M reactions from patents (1976-2016). Task: Predict the reactants needed to synthesize the given product. (1) Given the product [C:1]([C:4]1[C:5]([O:22][CH2:19][CH:15]=[C:14]([Cl:18])[Cl:13])=[C:6]([Cl:11])[CH:7]=[C:8]([O:10][CH2:16][CH:15]=[C:14]([Cl:18])[Cl:13])[CH:9]=1)(=[O:3])[CH3:2], predict the reactants needed to synthesize it. The reactants are: [C:1]([C:4]1[C:5](O)=[C:6]([Cl:11])[CH:7]=[C:8]([OH:10])[CH:9]=1)(=[O:3])[CH3:2].[Cl:13][C:14]([Cl:18])=[CH:15][CH2:16]Cl.[C:19](=[O:22])([O-])[O-].[K+].[K+].[I-].[Na+]. (2) Given the product [N:12]1([C:2]2[CH:7]=[CH:6][C:5]([S:8]([NH2:11])(=[O:10])=[O:9])=[CH:4][CH:3]=2)[CH2:17][CH2:16][NH:15][CH2:14][CH2:13]1, predict the reactants needed to synthesize it. The reactants are: F[C:2]1[CH:7]=[CH:6][C:5]([S:8]([NH2:11])(=[O:10])=[O:9])=[CH:4][CH:3]=1.[NH:12]1[CH2:17][CH2:16][NH:15][CH2:14][CH2:13]1. (3) Given the product [CH3:18][O:17][C:13]1[CH:12]=[C:11]2[C:16](=[CH:15][CH:14]=1)[NH:8][CH:9]=[C:10]2[C:19]1[NH:27][C:22]2=[N:23][CH:24]=[CH:25][N:26]=[C:21]2[CH:20]=1, predict the reactants needed to synthesize it. The reactants are: C([N:8]1[C:16]2[C:11](=[CH:12][C:13]([O:17][CH3:18])=[CH:14][CH:15]=2)[C:10]([C:19]2[NH:27][C:22]3=[N:23][CH:24]=[CH:25][N:26]=[C:21]3[CH:20]=2)=[CH:9]1)C1C=CC=CC=1.N.[Na].O. (4) Given the product [C:6]([C@@H:8]([NH:10][C:11]1[CH:29]=[CH:28][C:27]([N+:30]([O-:32])=[O:31])=[CH:26][C:12]=1[C:13]([NH:15][CH2:16][C:17]1[CH:25]=[CH:24][C:20]2[O:21][CH2:22][O:23][C:19]=2[CH:18]=1)=[O:14])[CH3:9])([OH:7])=[O:5], predict the reactants needed to synthesize it. The reactants are: C([O:5][C:6]([CH:8]([NH:10][C:11]1[CH:29]=[CH:28][C:27]([N+:30]([O-:32])=[O:31])=[CH:26][C:12]=1[C:13]([NH:15][CH2:16][C:17]1[CH:25]=[CH:24][C:20]2[O:21][CH2:22][O:23][C:19]=2[CH:18]=1)=[O:14])[CH3:9])=[O:7])(C)(C)C.FC(F)(F)C(O)=O. (5) Given the product [CH3:27][S:28]([O:19][CH2:1][CH2:2][CH2:3][CH2:4][CH2:5][CH2:6][CH2:7][CH2:8]/[CH:9]=[CH:10]\[CH2:11][CH2:12][CH2:13][CH2:14][CH2:15][CH2:16][CH2:17][CH3:18])(=[O:30])=[O:29], predict the reactants needed to synthesize it. The reactants are: [CH2:1]([OH:19])[CH2:2][CH2:3][CH2:4][CH2:5][CH2:6][CH2:7][CH2:8]/[CH:9]=[CH:10]\[CH2:11][CH2:12][CH2:13][CH2:14][CH2:15][CH2:16][CH2:17][CH3:18].C(N(CC)CC)C.[CH3:27][S:28](Cl)(=[O:30])=[O:29]. (6) Given the product [Cl:19][C:13]1[CH:14]=[CH:15][CH:16]=[C:17]([Cl:18])[C:12]=1[CH2:11][C:9]1[S:8][C:4]2[N:5]=[CH:6][N:7]=[C:2]([NH:27][C:25]3[S:26][C:22]([C:21]([F:29])([F:28])[F:20])=[N:23][N:24]=3)[C:3]=2[N:10]=1, predict the reactants needed to synthesize it. The reactants are: Cl[C:2]1[C:3]2[N:10]=[C:9]([CH2:11][C:12]3[C:17]([Cl:18])=[CH:16][CH:15]=[CH:14][C:13]=3[Cl:19])[S:8][C:4]=2[N:5]=[CH:6][N:7]=1.[F:20][C:21]([F:29])([F:28])[C:22]1[S:26][C:25]([NH2:27])=[N:24][N:23]=1.[H-].[Na+].O. (7) The reactants are: Br[C:2]1[C:7]([C:8]([F:11])([F:10])[F:9])=[CH:6][C:5]([NH:12][C:13]2[N:17]=[C:16]([NH2:18])[NH:15][N:14]=2)=[CH:4][C:3]=1[Cl:19].CN1C(C)(C)CC(SC2C=CC(B3OC(C)(C)C(C)(C)O3)=CC=2)CC1(C)C.[N:47]1([S:52]([C:55]2[CH:56]=[C:57](B(O)O)[CH:58]=[CH:59][CH:60]=2)(=[O:54])=[O:53])[CH2:51][CH2:50][CH2:49][CH2:48]1.C([O-])([O-])=O.[K+].[K+]. Given the product [Cl:19][C:3]1[CH:4]=[C:5]([NH:12][C:13]2[N:17]=[C:16]([NH2:18])[NH:15][N:14]=2)[CH:6]=[C:7]([C:8]([F:11])([F:10])[F:9])[C:2]=1[C:59]1[CH:58]=[CH:57][CH:56]=[C:55]([S:52]([N:47]2[CH2:51][CH2:50][CH2:49][CH2:48]2)(=[O:53])=[O:54])[CH:60]=1, predict the reactants needed to synthesize it. (8) Given the product [C:41]1([S:47]([N:18]2[C@H:17]([CH2:16][CH2:15][C:13]3[CH:12]=[CH:11][C:10]([N:27]4[S:31](=[O:33])(=[O:32])[NH:30][C:29](=[O:40])[CH2:28]4)=[C:9]([OH:8])[CH:14]=3)[CH2:26][C:25]3[C:20](=[CH:21][CH:22]=[CH:23][CH:24]=3)[CH2:19]2)(=[O:49])=[O:48])[CH:46]=[CH:45][CH:44]=[CH:43][CH:42]=1, predict the reactants needed to synthesize it. The reactants are: C([O:8][C:9]1[CH:14]=[C:13](/[CH:15]=[CH:16]/[C@@H:17]2[CH2:26][C:25]3[C:20](=[CH:21][CH:22]=[CH:23][CH:24]=3)[CH2:19][NH:18]2)[CH:12]=[CH:11][C:10]=1[N:27]1[S:31](=[O:33])(=[O:32])[N:30](CC[Si](C)(C)C)[C:29](=[O:40])[CH2:28]1)C1C=CC=CC=1.[C:41]1([S:47](Cl)(=[O:49])=[O:48])[CH:46]=[CH:45][CH:44]=[CH:43][CH:42]=1. (9) Given the product [CH2:26]([C:25]1[O:12][C:11]2[CH:10]=[CH:9][C:4]([C:5]([O:7][CH3:8])=[O:6])=[CH:3][C:2]=2[N:1]=1)[CH2:21][CH:22]=[CH2:23], predict the reactants needed to synthesize it. The reactants are: [NH2:1][C:2]1[CH:3]=[C:4]([CH:9]=[CH:10][C:11]=1[OH:12])[C:5]([O:7][CH3:8])=[O:6].C(N(CC)CC)C.C[C:21]1[CH:26]=[CH:25]C(S(O)(=O)=O)=[CH:23][CH:22]=1.N1[CH:25]=[CH:26][CH:21]=[CH:22][CH:23]=1.C(Cl)(=O)CCC=C.